From a dataset of Catalyst prediction with 721,799 reactions and 888 catalyst types from USPTO. Predict which catalyst facilitates the given reaction. (1) Reactant: [C:1]([CH:3]1[CH2:8][CH2:7][N:6]([C:9]([O:11][C:12]([CH3:15])([CH3:14])[CH3:13])=[O:10])[CH2:5][CH:4]1[OH:16])#[N:2].C(C1C(O)CCN(C(OC(C)(C)C)=O)C1)#N.O.[SH2:34].[Na].[Cl-].[NH4+]. Product: [OH:16][CH:4]1[CH:3]([C:1](=[S:34])[NH2:2])[CH2:8][CH2:7][N:6]([C:9]([O:11][C:12]([CH3:13])([CH3:15])[CH3:14])=[O:10])[CH2:5]1. The catalyst class is: 9. (2) Reactant: [N:1]([CH:4]([C:12]1[CH:17]=[CH:16][CH:15]=[C:14]([Cl:18])[C:13]=1[Cl:19])[CH2:5][C:6]1[CH:11]=[CH:10][N:9]=[CH:8][CH:7]=1)=[N+]=[N-].ClC1C(Cl)=CC=CC=1C=CC1C=CN=CC=1.C1(P(C2C=CC=CC=2)C2C=CC=CC=2)C=CC=CC=1.[OH-].[K+].Cl. Product: [Cl:19][C:13]1[C:14]([Cl:18])=[CH:15][CH:16]=[CH:17][C:12]=1[CH:4]([NH2:1])[CH2:5][C:6]1[CH:7]=[CH:8][N:9]=[CH:10][CH:11]=1. The catalyst class is: 20.